This data is from Full USPTO retrosynthesis dataset with 1.9M reactions from patents (1976-2016). The task is: Predict the reactants needed to synthesize the given product. (1) Given the product [F:26][C:27]1[CH:32]=[CH:31][C:30]2[N:33]=[C:10]([C@@H:9]([NH2:8])[CH3:11])[N:34]([C:35]3[CH:36]=[N:37][CH:38]=[C:39]([F:41])[CH:40]=3)[C:29]=2[CH:28]=1, predict the reactants needed to synthesize it. The reactants are: C([NH:8][C@H:9]([C:11](N)=O)[CH3:10])(OC(C)(C)C)=O.F[B-](F)(F)F.C([O+](CC)CC)C.[F:26][C:27]1[CH:28]=[C:29]([NH:34][C:35]2[CH:36]=[N:37][CH:38]=[C:39]([F:41])[CH:40]=2)[C:30]([NH2:33])=[CH:31][CH:32]=1. (2) Given the product [C:13]([O:12][C@H:11]1[C@H:10]([O:16][C:17](=[O:19])[CH3:18])[C@H:9]([O:20][C:21](=[O:23])[CH3:22])[C@@H:8]([C:24]2[CH:29]=[CH:28][CH:27]=[C:26]([C:30]#[C:31][C@@H:32]3[C@@H:37]([OH:38])[C@@H:36]([OH:46])[C@H:35]([OH:54])[C@@H:34]([CH2:62][OH:63])[O:33]3)[CH:25]=2)[O:7][C@@H:6]1[CH2:5][O:4][C:1](=[O:3])[CH3:2])(=[O:15])[CH3:14], predict the reactants needed to synthesize it. The reactants are: [C:1]([O:4][CH2:5][C@@H:6]1[C@@H:11]([O:12][C:13](=[O:15])[CH3:14])[C@H:10]([O:16][C:17](=[O:19])[CH3:18])[C@H:9]([O:20][C:21](=[O:23])[CH3:22])[C@@H:8]([C:24]2[CH:29]=[CH:28][CH:27]=[C:26]([C:30]#[C:31][C@@H:32]3[C@@H:37]([O:38]CC4C=CC=CC=4)[C@@H:36]([O:46]CC4C=CC=CC=4)[C@H:35]([O:54]CC4C=CC=CC=4)[C@@H:34]([CH2:62][O:63]CC4C=CC=CC=4)[O:33]3)[CH:25]=2)[O:7]1)(=[O:3])[CH3:2].[Si](I)(C)(C)C. (3) Given the product [CH3:1][O:2][C:3](=[O:57])[C:4]1[CH:9]=[CH:8][C:7]([CH2:10][O:11][C:12]2[C:13]([C:45]3[CH:50]=[CH:49][CH:48]=[C:47]([C:51]([F:54])([F:53])[F:52])[CH:46]=3)=[CH:14][C:15]([C:28](=[O:44])[NH:29][CH2:30][CH2:31][CH2:32][CH2:33][CH2:34][CH2:35][CH2:36][CH2:37][C:38]3[CH:43]=[CH:42][CH:41]=[CH:40][CH:39]=3)=[CH:16][C:17]=2[C:18]2[CH:23]=[CH:22][CH:21]=[C:20]([C:24]([F:27])([F:26])[F:25])[CH:19]=2)=[CH:6][C:5]=1[OH:55], predict the reactants needed to synthesize it. The reactants are: [CH3:1][O:2][C:3](=[O:57])[C:4]1[CH:9]=[CH:8][C:7]([CH2:10][O:11][C:12]2[C:17]([C:18]3[CH:23]=[CH:22][CH:21]=[C:20]([C:24]([F:27])([F:26])[F:25])[CH:19]=3)=[CH:16][C:15]([C:28](=[O:44])[NH:29][CH2:30][CH2:31][CH2:32][CH2:33][CH2:34][CH2:35][CH2:36][CH2:37][C:38]3[CH:43]=[CH:42][CH:41]=[CH:40][CH:39]=3)=[CH:14][C:13]=2[C:45]2[CH:50]=[CH:49][CH:48]=[C:47]([C:51]([F:54])([F:53])[F:52])[CH:46]=2)=[CH:6][C:5]=1[O:55]C.B(Br)(Br)Br. (4) Given the product [NH2:31][CH:32]([C:36]1[CH:41]=[CH:40][CH:39]=[CH:38][CH:37]=1)[C:33]([N:11]([C:2]1[CH:3]=[CH:4][C:5]2[CH2:6][CH2:7][CH2:8][CH2:9][C:10]=2[CH:1]=1)[CH2:12][CH2:13][C:14]1[CH:15]=[CH:16][C:17]([C:20]([F:22])([F:21])[F:23])=[CH:18][CH:19]=1)=[O:34], predict the reactants needed to synthesize it. The reactants are: [CH:1]1[C:10]2[CH2:9][CH2:8][CH2:7][CH2:6][C:5]=2[CH:4]=[CH:3][C:2]=1[NH:11][CH2:12][CH2:13][C:14]1[CH:19]=[CH:18][C:17]([C:20]([F:23])([F:22])[F:21])=[CH:16][CH:15]=1.C(OC([NH:31][CH:32]([C:36]1[CH:41]=[CH:40][CH:39]=[CH:38][C:37]=1OC)[C:33](O)=[O:34])=O)(C)(C)C. (5) Given the product [CH3:27][O:26][C:21]1[CH:22]=[CH:23][CH:24]=[CH:25][C:20]=1[CH2:19][O:18][CH2:17][CH2:16][CH2:15][O:14][C:11]1[CH:12]=[CH:13][C:8]([CH:7]2[CH2:6][CH2:5][N:4]([C:28]([O:30][C:31]([CH3:34])([CH3:33])[CH3:32])=[O:29])[CH2:3][CH:2]2[O:1][CH2:36][C:37]2[CH:38]=[CH:39][C:40]3[S:45][CH2:44][C:43](=[O:46])[N:42]([CH2:47][CH2:48][CH2:49][O:50][CH3:51])[C:41]=3[CH:52]=2)=[CH:9][CH:10]=1, predict the reactants needed to synthesize it. The reactants are: [OH:1][CH:2]1[CH:7]([C:8]2[CH:13]=[CH:12][C:11]([O:14][CH2:15][CH2:16][CH2:17][O:18][CH2:19][C:20]3[CH:25]=[CH:24][CH:23]=[CH:22][C:21]=3[O:26][CH3:27])=[CH:10][CH:9]=2)[CH2:6][CH2:5][N:4]([C:28]([O:30][C:31]([CH3:34])([CH3:33])[CH3:32])=[O:29])[CH2:3]1.Cl[CH2:36][C:37]1[CH:38]=[CH:39][C:40]2[S:45][CH2:44][C:43](=[O:46])[N:42]([CH2:47][CH2:48][CH2:49][O:50][CH3:51])[C:41]=2[CH:52]=1.